This data is from Reaction yield outcomes from USPTO patents with 853,638 reactions. The task is: Predict the reaction yield, written as a fraction of the theoretical maximum amount of product (1.0 means a 100% yield; for example, 0.34 means a 34% yield). (1) The reactants are I[C:2]1[CH:3]=[CH:4][C:5]([CH:8]2[CH2:12][C:11]([CH3:14])([CH3:13])[N:10]([CH3:15])[C:9]2=[O:16])=[N:6][CH:7]=1.[C:17]([C:19]1[CH:24]=[CH:23][CH:22]=[CH:21][CH:20]=1)#[CH:18].C(N(CC)CC)C. The catalyst is C1COCC1.C1C=CC(P(C2C=CC=CC=2)C2C=CC=CC=2)=CC=1.C1C=CC(P(C2C=CC=CC=2)C2C=CC=CC=2)=CC=1.Cl[Pd]Cl.[Cu]I.C1(P(C2C=CC=CC=2)C2C=CC=CC=2)C=CC=CC=1. The product is [CH3:15][N:10]1[C:11]([CH3:14])([CH3:13])[CH2:12][CH:8]([C:5]2[CH:4]=[CH:3][C:2]([C:18]#[C:17][C:19]3[CH:24]=[CH:23][CH:22]=[CH:21][CH:20]=3)=[CH:7][N:6]=2)[C:9]1=[O:16]. The yield is 0.720. (2) The reactants are [C:1]([OH:4])(=O)[CH3:2].C(N(CC)CC)C.ON1C2C=CC=CC=2N=N1.Cl.C(N=C=NCCCN(C)C)C.[NH:34]1[C:42]2[C:37](=[CH:38][C:39]([O:43][C@H:44]3[CH2:49][CH2:48][C@H:47]([NH2:50])[CH2:46][CH2:45]3)=[CH:40][CH:41]=2)[CH:36]=[N:35]1.[OH-].[Li+]. The catalyst is CN(C)C=O.O. The product is [NH:34]1[C:42]2[C:37](=[CH:38][C:39]([O:43][C@H:44]3[CH2:49][CH2:48][C@H:47]([NH:50][C:1](=[O:4])[CH3:2])[CH2:46][CH2:45]3)=[CH:40][CH:41]=2)[CH:36]=[N:35]1. The yield is 0.820. (3) The reactants are [N:1]1([C:6]2[N:11]=[CH:10][CH:9]=[CH:8][N:7]=2)[CH:5]=[CH:4][CH:3]=[N:2]1.[Br:12]Br. The catalyst is C(O)(=O)C. The product is [Br:12][C:4]1[CH:3]=[N:2][N:1]([C:6]2[N:7]=[CH:8][CH:9]=[CH:10][N:11]=2)[CH:5]=1. The yield is 0.850. (4) The reactants are [C:1]([O:5][C:6]([N:8]([CH3:27])[CH2:9][CH2:10][CH2:11][N:12]1[CH2:21][CH2:20][C:19]2[C:14](=[CH:15][CH:16]=[C:17](C(OC)=O)[CH:18]=2)[C:13]1=[O:26])=[O:7])([CH3:4])([CH3:3])[CH3:2].[OH-].[Na+].Cl.[N-:31]=[N+]=[N-].P([O-])(OC1C=CC=CC=1)(OC1C=CC=CC=1)=O.C(N(CC)CC)C.C(O)C1C=CC=CC=1. The catalyst is O1CCCC1.CO.C(OCC)(=O)C. The product is [NH2:31][C:17]1[CH:18]=[C:19]2[C:14](=[CH:15][CH:16]=1)[C:13](=[O:26])[N:12]([CH2:11][CH2:10][CH2:9][N:8]([CH3:27])[C:6](=[O:7])[O:5][C:1]([CH3:4])([CH3:3])[CH3:2])[CH2:21][CH2:20]2. The yield is 0.810. (5) The product is [CH:28]1([NH:33][C:2]2[N:7]3[N:8]=[C:9]([C:14]4[CH:19]=[CH:18][C:17]([O:20][CH3:21])=[CH:16][CH:15]=4)[C:10]([C:11](=[O:13])[CH3:12])=[C:6]3[CH:5]=[CH:4][CH:3]=2)[CH2:32][CH2:31][CH2:30][CH2:29]1. The catalyst is C1(C)C=CC=CC=1.C([O-])(=O)C.[Pd+2].C([O-])(=O)C.C1(P(C2C=CC=CC=2)C2C=CC3C(=CC=CC=3)C=2C2C3C(=CC=CC=3)C=CC=2P(C2C=CC=CC=2)C2C=CC=CC=2)C=CC=CC=1.O. The yield is 0.970. The reactants are Cl[C:2]1[N:7]2[N:8]=[C:9]([C:14]3[CH:19]=[CH:18][C:17]([O:20][CH3:21])=[CH:16][CH:15]=3)[C:10]([C:11](=[O:13])[CH3:12])=[C:6]2[CH:5]=[CH:4][CH:3]=1.C(=O)([O-])[O-].[Cs+].[Cs+].[CH:28]1([NH2:33])[CH2:32][CH2:31][CH2:30][CH2:29]1.C(OCC)C. (6) The reactants are [CH3:1][C:2]1[C:6]([CH2:7][N:8]2[CH:12]=[C:11]([N:13]3[C:17](=[O:18])[C:16]([CH3:20])([CH3:19])[NH:15][C:14]3=[O:21])[CH:10]=[N:9]2)=[C:5]([CH3:22])[O:4][N:3]=1.Br[CH2:24][C:25]1[CH:30]=[CH:29][C:28]([F:31])=[CH:27][CH:26]=1. No catalyst specified. The product is [CH3:1][C:2]1[C:6]([CH2:7][N:8]2[CH:12]=[C:11]([N:13]3[C:17](=[O:18])[C:16]([CH3:19])([CH3:20])[N:15]([CH2:24][C:25]4[CH:30]=[CH:29][C:28]([F:31])=[CH:27][CH:26]=4)[C:14]3=[O:21])[CH:10]=[N:9]2)=[C:5]([CH3:22])[O:4][N:3]=1. The yield is 0.400. (7) The yield is 0.858. The catalyst is O1CCCC1. The reactants are C([O:8][C:9](=[O:25])[C:10]1[C:15]([Cl:16])=[CH:14][CH:13]=[C:12]([NH:17][S:18]([CH2:21][CH2:22][CH3:23])(=[O:20])=[O:19])[C:11]=1[F:24])C1C=CC=CC=1.[OH-].[K+].O.Cl. The product is [Cl:16][C:15]1[C:10]([C:9]([OH:25])=[O:8])=[C:11]([F:24])[C:12]([NH:17][S:18]([CH2:21][CH2:22][CH3:23])(=[O:19])=[O:20])=[CH:13][CH:14]=1. (8) The reactants are N[C:2]1[CH:11]=[CH:10][CH:9]=[C:8]2[C:3]=1[CH:4]=[CH:5][N:6]=[CH:7]2.[BrH:12].N([O-])=O.[Na+].[OH-].[K+]. The catalyst is O.[Cu]. The product is [Br:12][C:2]1[CH:11]=[CH:10][CH:9]=[C:8]2[C:3]=1[CH:4]=[CH:5][N:6]=[CH:7]2. The yield is 0.530. (9) The reactants are [Cl:1][C:2]1[CH:3]=[CH:4][C:5]([O:15][CH2:16][C:17]2[C:22]([F:23])=[CH:21][CH:20]=[CH:19][C:18]=2[F:24])=[C:6]([C:8](=O)[CH2:9][CH2:10][C:11](=O)[CH3:12])[CH:7]=1.[NH2:25][C:26]1[CH:27]=[C:28]([C:32]([OH:35])=[CH:33][CH:34]=1)[C:29]([OH:31])=[O:30].CC1C=CC(S(O)(=O)=O)=CC=1. The catalyst is C(#N)C.C(Cl)Cl. The product is [Cl:1][C:2]1[CH:3]=[CH:4][C:5]([O:15][CH2:16][C:17]2[C:22]([F:23])=[CH:21][CH:20]=[CH:19][C:18]=2[F:24])=[C:6]([C:8]2[N:25]([C:26]3[CH:27]=[C:28]([C:32]([OH:35])=[CH:33][CH:34]=3)[C:29]([OH:31])=[O:30])[C:11]([CH3:12])=[CH:10][CH:9]=2)[CH:7]=1. The yield is 0.360. (10) The reactants are II.[Cl:3][C:4]1[CH:5]=[C:6]([CH:10]=[C:11]([O:13]C)[CH:12]=1)[C:7]([OH:9])=[O:8]. The catalyst is C1(C)C=CC=CC=1.[I-].C([N+](CCCC)(CCCC)CCCC)CCC. The product is [Cl:3][C:4]1[CH:5]=[C:6]([CH:10]=[C:11]([OH:13])[CH:12]=1)[C:7]([OH:9])=[O:8]. The yield is 0.830.